Task: Predict which catalyst facilitates the given reaction.. Dataset: Catalyst prediction with 721,799 reactions and 888 catalyst types from USPTO (1) Reactant: [N:1]1([C:7]([O:9][C:10]([CH3:13])([CH3:12])[CH3:11])=[O:8])[CH2:6][CH2:5][NH:4][CH2:3][CH2:2]1.[C:14]([O:20][CH2:21][CH3:22])(=[O:19])[CH2:15][C:16]([CH3:18])=O.[BH-](OC(C)=O)(OC(C)=O)OC(C)=O.[Na+]. Product: [CH2:21]([O:20][C:14](=[O:19])[CH2:15][CH:16]([N:4]1[CH2:5][CH2:6][N:1]([C:7]([O:9][C:10]([CH3:13])([CH3:12])[CH3:11])=[O:8])[CH2:2][CH2:3]1)[CH3:18])[CH3:22]. The catalyst class is: 2. (2) Reactant: [CH:1]1([CH:4]=O)[CH2:3][CH2:2]1.[NH2:6][C@H:7]([C:17]1[CH:22]=[CH:21][C:20]([Cl:23])=[CH:19][CH:18]=1)[C@@H:8]([C:10]1[CH:15]=[CH:14][CH:13]=[C:12]([Cl:16])[CH:11]=1)[OH:9].[BH4-].[Na+].Cl. Product: [Cl:16][C:12]1[CH:11]=[C:10]([C@@H:8]([OH:9])[C@@H:7]([C:17]2[CH:18]=[CH:19][C:20]([Cl:23])=[CH:21][CH:22]=2)[NH:6][CH2:4][CH:1]2[CH2:2][CH2:3]2)[CH:15]=[CH:14][CH:13]=1. The catalyst class is: 5. (3) Reactant: [Si]([O:18][C@H:19]1[CH2:23][N:22]([C:24]([O:26][C:27]([CH3:30])([CH3:29])[CH3:28])=[O:25])[C@@H:21]([CH2:31][O:32][CH3:33])[CH2:20]1)(C(C)(C)C)(C1C=CC=CC=1)C1C=CC=CC=1.[F-].C([N+](CCCC)(CCCC)CCCC)CCC. Product: [OH:18][C@H:19]1[CH2:23][N:22]([C:24]([O:26][C:27]([CH3:28])([CH3:29])[CH3:30])=[O:25])[C@@H:21]([CH2:31][O:32][CH3:33])[CH2:20]1. The catalyst class is: 765. (4) Reactant: [F:1][C:2]1[C:7]([SiH:8]([C:13]2[C:18]([F:19])=[C:17]([F:20])[C:16]([F:21])=[C:15]([F:22])[C:14]=2[F:23])[O:9][CH2:10][CH2:11]Cl)=[C:6]([F:24])[C:5]([F:25])=[C:4]([F:26])[C:3]=1[F:27].[C:28]1([Li])[C:37]([F:38])=[C:35]([F:36])[C:33]([F:34])=[C:31]([F:32])[C:29]=1[F:30]. Product: [F:38][C:37]1[C:28]([C:11]([C:13]2[C:14]([F:23])=[C:15]([F:22])[C:16]([F:21])=[C:17]([F:20])[C:18]=2[F:19])([C:28]2[C:37]([F:38])=[C:35]([F:36])[C:33]([F:34])=[C:31]([F:32])[C:29]=2[F:30])[CH2:10][O:9][SiH3:8])=[C:29]([F:30])[C:31]([F:32])=[C:33]([F:34])[C:35]=1[F:36].[Si:8]([O:9][CH2:10][CH3:11])([C:28]1[C:29]([F:30])=[C:31]([F:32])[C:33]([F:34])=[C:35]([F:36])[C:37]=1[F:38])([C:13]1[C:18]([F:19])=[C:17]([F:20])[C:16]([F:21])=[C:15]([F:22])[C:14]=1[F:23])[C:7]1[C:6]([F:24])=[C:5]([F:25])[C:4]([F:26])=[C:3]([F:27])[C:2]=1[F:1]. The catalyst class is: 28. (5) Reactant: [OH-].[Na+].[CH3:3][N:4]1[CH:8]=[C:7]([C:9]2[CH:32]=[CH:31][C:12]3[N:13]([C:16]4[CH:17]=[C:18]([NH:27]C(=O)C)[CH:19]=[C:20]([N:22]5[CH:26]=[CH:25][CH:24]=[CH:23]5)[CH:21]=4)[CH:14]=[N:15][C:11]=3[CH:10]=2)[N:6]=[N:5]1. Product: [CH3:3][N:4]1[CH:8]=[C:7]([C:9]2[CH:32]=[CH:31][C:12]3[N:13]([C:16]4[CH:17]=[C:18]([CH:19]=[C:20]([N:22]5[CH:26]=[CH:25][CH:24]=[CH:23]5)[CH:21]=4)[NH2:27])[CH:14]=[N:15][C:11]=3[CH:10]=2)[N:6]=[N:5]1. The catalyst class is: 162. (6) Reactant: Cl.[Cl:2][CH2:3][C:4]1[CH:13]=[CH:12][C:11]2[C:6](=[CH:7][CH:8]=[CH:9][CH:10]=2)[N:5]=1.[CH3:14][C:15]1[N:20]=[C:19]([SH:21])[N:18]=[C:17]([OH:22])[CH:16]=1.C([O-])([O-])=O.[K+].[K+].O. Product: [ClH:2].[CH3:14][C:15]1[N:20]=[C:19]([S:21][CH2:3][C:4]2[CH:13]=[CH:12][C:11]3[C:6](=[CH:7][CH:8]=[CH:9][CH:10]=3)[N:5]=2)[N:18]=[C:17]([OH:22])[CH:16]=1. The catalyst class is: 3. (7) Reactant: [CH2:1]1[NH:6][CH2:5][CH2:4][N:3]2[C:7](=O)[CH2:8][CH2:9][C@H:2]12.B.C1COCC1.CO.[ClH:19]. Product: [ClH:19].[ClH:19].[CH2:1]1[NH:6][CH2:5][CH2:4][N:3]2[CH2:7][CH2:8][CH2:9][C@H:2]12. The catalyst class is: 116.